Dataset: Forward reaction prediction with 1.9M reactions from USPTO patents (1976-2016). Task: Predict the product of the given reaction. (1) Given the reactants [CH3:1][S:2][C:3]1[N:8]=[C:7]([NH:9][CH2:10][C:11]2[CH:16]=[CH:15][C:14]([O:17][CH3:18])=[C:13]([Cl:19])[CH:12]=2)[C:6]([C:20]([O:22]CC)=[O:21])=[CH:5][N:4]=1.[OH-].[Na+].C(O)(=O)CC(CC(O)=O)(C(O)=O)O.O, predict the reaction product. The product is: [CH3:1][S:2][C:3]1[N:8]=[C:7]([NH:9][CH2:10][C:11]2[CH:16]=[CH:15][C:14]([O:17][CH3:18])=[C:13]([Cl:19])[CH:12]=2)[C:6]([C:20]([OH:22])=[O:21])=[CH:5][N:4]=1. (2) Given the reactants C([O:3][C:4](=[O:20])[C@@H:5]([O:18][CH3:19])[CH2:6][C:7]1[CH:12]=[CH:11][C:10]([O:13][CH2:14][CH2:15][CH2:16]Br)=[CH:9][CH:8]=1)C.[CH3:21][O:22][C:23]1[CH:24]=[C:25]([OH:29])[CH:26]=[CH:27][CH:28]=1.CO[C@@H](CC1C=CC(OCCCOC2C=CC=CC=2)=CC=1)C(O)=O, predict the reaction product. The product is: [CH3:19][O:18][C@@H:5]([CH2:6][C:7]1[CH:8]=[CH:9][C:10]([O:13][CH2:14][CH2:15][CH2:16][O:29][C:25]2[CH:26]=[CH:27][CH:28]=[C:23]([O:22][CH3:21])[CH:24]=2)=[CH:11][CH:12]=1)[C:4]([OH:3])=[O:20]. (3) Given the reactants [Br:1][C:2]1[CH:7]=CC=C[C:3]=1O.[C:9]([O-:12])([O-])=O.[K+].[K+].[CH2:15](Br)[C:16]1[CH:21]=[CH:20][CH:19]=[CH:18][CH:17]=1.[CH3:23][C:24]([CH3:26])=[O:25], predict the reaction product. The product is: [CH2:15]([O:25][C:24]1[CH:26]=[CH:7][C:2]([Br:1])=[CH:3][C:23]=1[O:12][CH3:9])[C:16]1[CH:21]=[CH:20][CH:19]=[CH:18][CH:17]=1.